This data is from Full USPTO retrosynthesis dataset with 1.9M reactions from patents (1976-2016). The task is: Predict the reactants needed to synthesize the given product. (1) Given the product [O:11]1[CH2:10][CH:9]=[C:8]([C:5]([CH3:7])([CH3:6])[CH2:4][OH:3])[CH2:13][CH2:12]1, predict the reactants needed to synthesize it. The reactants are: C([O:3][C:4](=O)[C:5]([C:8]1[CH2:9][CH2:10][O:11][CH2:12][CH:13]=1)([CH3:7])[CH3:6])C.[H-].[H-].[H-].[H-].[Li+].[Al+3].O.[OH-].[Na+]. (2) Given the product [CH:1]1([CH2:7][CH2:8][CH2:9][C@@H:10]([C:19]2[O:23][N:22]=[C:21]([CH2:24][N:25]([CH3:26])[S:28]([CH3:27])(=[O:30])=[O:29])[N:20]=2)[CH2:11][C:12]([O:14][C:15]([CH3:18])([CH3:17])[CH3:16])=[O:13])[CH2:2][CH2:3][CH2:4][CH2:5][CH2:6]1, predict the reactants needed to synthesize it. The reactants are: [CH:1]1([CH2:7][CH2:8][CH2:9][C@@H:10]([C:19]2[O:23][N:22]=[C:21]([CH2:24][NH:25][CH3:26])[N:20]=2)[CH2:11][C:12]([O:14][C:15]([CH3:18])([CH3:17])[CH3:16])=[O:13])[CH2:6][CH2:5][CH2:4][CH2:3][CH2:2]1.[CH3:27][S:28](Cl)(=[O:30])=[O:29]. (3) Given the product [CH3:41][O:42][C:10]1[CH:3]=[CH:4][C:5]([CH2:6][N:24]2[CH2:25][C@@H:26]3[C@@H:19]([NH:18][C:16](=[O:17])[CH:15]([C:27]4[CH:28]=[CH:29][CH:30]=[CH:31][CH:32]=4)[CH:14]([CH3:33])[CH3:13])[CH2:20][CH2:21][C@@H:22]3[CH2:23]2)=[CH:8][CH:9]=1, predict the reactants needed to synthesize it. The reactants are: FC(F)(F)[C:3]1[CH:4]=[C:5]([CH:8]=[CH:9][CH:10]=1)[CH:6]=O.[CH3:13][CH:14]([CH3:33])[CH:15]([C:27]1[CH:32]=[CH:31][CH:30]=[CH:29][CH:28]=1)[C:16]([NH:18][C@@H:19]1[C@@H:26]2[C@@H:22]([CH2:23][NH:24][CH2:25]2)[CH2:21][CH2:20]1)=[O:17].C1(C(C2CCCCC2)[C:41](N[C@@H]2[C@H]3[C@H](CNC3)CC2)=[O:42])CCCCC1. (4) Given the product [C:13]([O:12][C:10](=[O:11])[NH:9][CH2:8][CH:6]1[CH2:5][CH2:4][NH:3][CH:2]([CH3:1])[CH2:7]1)([CH3:16])([CH3:15])[CH3:14], predict the reactants needed to synthesize it. The reactants are: [CH3:1][CH:2]1[CH2:7][CH:6]([CH2:8][NH2:9])[CH2:5][CH2:4][NH:3]1.[C:10](O[C:10]([O:12][C:13]([CH3:16])([CH3:15])[CH3:14])=[O:11])([O:12][C:13]([CH3:16])([CH3:15])[CH3:14])=[O:11]. (5) Given the product [CH3:20][C:15]1[C:14]2[N:13]([N:12]=[C:11]([C:9]3[N:10]=[C:5]4[CH:4]=[CH:3][C:2]([C:32]5[CH2:37][CH2:36][N:35]([C:38]([O:40][C:41]([CH3:44])([CH3:43])[CH3:42])=[O:39])[CH2:34][CH:33]=5)=[CH:23][N:6]4[C:7](=[O:22])[CH:8]=3)[CH:21]=2)[CH:18]=[C:17]([CH3:19])[N:16]=1, predict the reactants needed to synthesize it. The reactants are: Br[C:2]1[CH:3]=[CH:4][C:5]2[N:6]([CH:23]=1)[C:7](=[O:22])[CH:8]=[C:9]([C:11]1[CH:21]=[C:14]3[C:15]([CH3:20])=[N:16][C:17]([CH3:19])=[CH:18][N:13]3[N:12]=1)[N:10]=2.CC1(C)C(C)(C)OB([C:32]2[CH2:37][CH2:36][N:35]([C:38]([O:40][C:41]([CH3:44])([CH3:43])[CH3:42])=[O:39])[CH2:34][CH:33]=2)O1.C(=O)([O-])[O-].[K+].[K+]. (6) Given the product [N:10]1[CH:11]=[CH:12][CH:13]=[C:8]([CH:5]([CH2:6][CH3:7])[C:4]([OH:14])=[O:3])[CH:9]=1, predict the reactants needed to synthesize it. The reactants are: C([O:3][C:4](=[O:14])[CH:5]([C:8]1[CH:9]=[N:10][CH:11]=[CH:12][CH:13]=1)[CH2:6][CH3:7])C. (7) Given the product [N:11]1([C:6](=[O:7])[CH2:5][C:4]([N:1]=[N+:2]=[N-:3])([CH3:10])[CH3:9])[CH2:17][CH2:16][CH2:15][CH2:14][CH2:13][CH2:12]1, predict the reactants needed to synthesize it. The reactants are: [N:1]([C:4]([CH3:10])([CH3:9])[CH2:5][C:6](Cl)=[O:7])=[N+:2]=[N-:3].[NH:11]1[CH2:17][CH2:16][CH2:15][CH2:14][CH2:13][CH2:12]1.Cl. (8) Given the product [OH:18][B:15]1[C:14]2[CH:19]=[CH:20][C:11]([CH2:2][C:3]3[CH:4]=[CH:5][C:6]([C:7]#[N:8])=[CH:9][CH:10]=3)=[CH:12][C:13]=2[CH2:17][O:16]1, predict the reactants needed to synthesize it. The reactants are: O[CH:2]([C:11]1[CH:20]=[CH:19][C:14]2[B:15]([OH:18])[O:16][CH2:17][C:13]=2[CH:12]=1)[C:3]1[CH:10]=[CH:9][C:6]([C:7]#[N:8])=[CH:5][CH:4]=1.[SiH](CC)(CC)CC.[OH-].[Na+]. (9) Given the product [C:8]([C:7]1[C:6]([O:16][CH3:17])=[C:5]([Cl:18])[CH:4]=[CH:3][C:2]=1[NH:1][S:29]([C:26]1[CH:27]=[CH:28][C:23]([C:19]([CH3:22])([CH3:21])[CH3:20])=[CH:24][CH:25]=1)(=[O:31])=[O:30])(=[O:9])[C:10]1[CH:15]=[CH:14][CH:13]=[CH:12][CH:11]=1, predict the reactants needed to synthesize it. The reactants are: [NH2:1][C:2]1[C:7]([C:8]([C:10]2[CH:15]=[CH:14][CH:13]=[CH:12][CH:11]=2)=[O:9])=[C:6]([O:16][CH3:17])[C:5]([Cl:18])=[CH:4][CH:3]=1.[C:19]([C:23]1[CH:28]=[CH:27][C:26]([S:29](Cl)(=[O:31])=[O:30])=[CH:25][CH:24]=1)([CH3:22])([CH3:21])[CH3:20]. (10) Given the product [C:1]([O:5][C:6](=[O:21])[NH:7][CH:8]1[CH2:13][CH2:12][N:11]([C:14]2[CH:19]=[CH:18][N:17]=[CH:16][N:15]=2)[CH2:10][CH2:9]1)([CH3:4])([CH3:2])[CH3:3], predict the reactants needed to synthesize it. The reactants are: [C:1]([O:5][C:6](=[O:21])[NH:7][CH:8]1[CH2:13][CH2:12][N:11]([C:14]2[CH:19]=[CH:18][N:17]=[C:16](Cl)[N:15]=2)[CH2:10][CH2:9]1)([CH3:4])([CH3:3])[CH3:2].